This data is from Full USPTO retrosynthesis dataset with 1.9M reactions from patents (1976-2016). The task is: Predict the reactants needed to synthesize the given product. (1) Given the product [CH2:24]([N:3]1[CH2:2][CH2:1][N:6]2[C:7]3[CH:16]=[CH:15][CH:14]=[CH:13][C:8]=3[NH:9][C:10](=[O:12])[CH2:11][CH:5]2[CH2:4]1)[CH3:25], predict the reactants needed to synthesize it. The reactants are: [CH2:1]1[N:6]2[C:7]3[CH:16]=[CH:15][CH:14]=[CH:13][C:8]=3[NH:9][C:10](=[O:12])[CH2:11][CH:5]2[CH2:4][NH:3][CH2:2]1.C(=O)([O-])[O-].[K+].[K+].Br[CH2:24][CH3:25]. (2) Given the product [F:25][C:23]1[CH:22]=[CH:21][C:20]([N+:26]([O-:28])=[O:27])=[C:19]([NH:17][C:12]2[CH:13]=[CH:14][CH:15]=[CH:16][N:11]=2)[CH:24]=1, predict the reactants needed to synthesize it. The reactants are: [Li+].C[Si]([N-][Si](C)(C)C)(C)C.[N:11]1[CH:16]=[CH:15][CH:14]=[CH:13][C:12]=1[NH2:17].F[C:19]1[CH:24]=[C:23]([F:25])[CH:22]=[CH:21][C:20]=1[N+:26]([O-:28])=[O:27]. (3) Given the product [Br:1][C:2]1[CH:3]=[C:4]([N:14]([CH2:13][CH2:12][CH2:11][Cl:10])[S:15](=[O:17])(=[O:16])[NH2:19])[C:5]([CH3:8])=[N:6][CH:7]=1, predict the reactants needed to synthesize it. The reactants are: [Br:1][C:2]1[CH:3]=[C:4](N)[C:5]([CH3:8])=[N:6][CH:7]=1.[Cl:10][CH2:11][CH2:12][CH2:13][NH:14][S:15](Cl)(=[O:17])=[O:16].[N:19]1C=CC=CC=1. (4) Given the product [OH:27][C@H:26]([C:28]1[CH:29]=[CH:30][C:31]([OH:39])=[C:32]([NH:34][S:35]([CH3:38])(=[O:37])=[O:36])[CH:33]=1)[CH2:25][NH:24][CH:19]1[CH2:20][CH2:21][N:16]([C:13]2[CH:14]=[CH:15][C:10]([NH:9][C:7]([NH:6][CH2:5][C:4]([O:3][CH2:1][CH3:2])=[O:23])=[O:8])=[CH:11][CH:12]=2)[CH2:17][CH2:18]1, predict the reactants needed to synthesize it. The reactants are: [CH2:1]([O:3][C:4](=[O:23])[CH2:5][NH:6][C:7]([NH:9][C:10]1[CH:15]=[CH:14][C:13]([N:16]2[CH2:21][CH2:20][C:19](=O)[CH2:18][CH2:17]2)=[CH:12][CH:11]=1)=[O:8])[CH3:2].[NH2:24][CH2:25][C@@H:26]([C:28]1[CH:29]=[CH:30][C:31]([OH:39])=[C:32]([NH:34][S:35]([CH3:38])(=[O:37])=[O:36])[CH:33]=1)[OH:27]. (5) Given the product [Br:23][C:24]1[CH:31]=[C:30]([N:6]2[C:7]3[C:12](=[C:11]([C:13]4[CH:14]=[N:15][C:16]5[C:21]([CH:22]=4)=[CH:20][CH:19]=[CH:18][CH:17]=5)[CH:10]=[CH:9][CH:8]=3)[C:4]([CH3:3])=[N:5]2)[CH:29]=[CH:28][C:25]=1[C:26]#[N:27], predict the reactants needed to synthesize it. The reactants are: [H-].[Na+].[CH3:3][C:4]1[C:12]2[C:7](=[CH:8][CH:9]=[CH:10][C:11]=2[C:13]2[CH:14]=[N:15][C:16]3[C:21]([CH:22]=2)=[CH:20][CH:19]=[CH:18][CH:17]=3)[NH:6][N:5]=1.[Br:23][C:24]1[CH:31]=[C:30](F)[CH:29]=[CH:28][C:25]=1[C:26]#[N:27]. (6) Given the product [CH3:28][N:26]([CH3:27])[C@H:19]([C:20]1[CH:25]=[CH:24][CH:23]=[CH:22][CH:21]=1)[C:18]([N:14]1[CH2:15][CH2:16][CH2:17][C@H:13]1[C:10]1[NH:11][CH:12]=[C:8]([C:5]2[CH:6]=[CH:7][C:2]([NH:1][C:49]([C:48]3[CH:52]=[CH:53][C:45]([S:44][C:41]4[CH:40]=[CH:39][C:38]([NH:37][C:35](=[O:36])[O:34][C:30]([CH3:33])([CH3:32])[CH3:31])=[CH:43][CH:42]=4)=[C:46]([NH:54][C:55]4[C:56]5[CH:64]=[CH:63][C:62]([CH:65]([CH3:67])[CH3:66])=[N:61][C:57]=5[N:58]=[CH:59][N:60]=4)[CH:47]=3)=[O:50])=[CH:3][CH:4]=2)[N:9]=1)=[O:29], predict the reactants needed to synthesize it. The reactants are: [NH2:1][C:2]1[CH:7]=[CH:6][C:5]([C:8]2[N:9]=[C:10]([C@@H:13]3[CH2:17][CH2:16][CH2:15][N:14]3[C:18](=[O:29])[C@H:19]([N:26]([CH3:28])[CH3:27])[C:20]3[CH:25]=[CH:24][CH:23]=[CH:22][CH:21]=3)[NH:11][CH:12]=2)=[CH:4][CH:3]=1.[C:30]([O:34][C:35]([NH:37][C:38]1[CH:43]=[CH:42][C:41]([S:44][C:45]2[CH:53]=[CH:52][C:48]([C:49](O)=[O:50])=[CH:47][C:46]=2[NH:54][C:55]2[C:56]3[CH:64]=[CH:63][C:62]([CH:65]([CH3:67])[CH3:66])=[N:61][C:57]=3[N:58]=[CH:59][N:60]=2)=[CH:40][CH:39]=1)=[O:36])([CH3:33])([CH3:32])[CH3:31].